This data is from Peptide-MHC class I binding affinity with 185,985 pairs from IEDB/IMGT. The task is: Regression. Given a peptide amino acid sequence and an MHC pseudo amino acid sequence, predict their binding affinity value. This is MHC class I binding data. (1) The peptide sequence is VEHSFVHMV. The binding affinity (normalized) is 0.685. The MHC is HLA-B45:01 with pseudo-sequence HLA-B45:01. (2) The peptide sequence is KTTKRLTIL. The MHC is HLA-A02:06 with pseudo-sequence HLA-A02:06. The binding affinity (normalized) is 0.114. (3) The peptide sequence is KSLYNTIAVLY. The MHC is HLA-A01:01 with pseudo-sequence HLA-A01:01. The binding affinity (normalized) is 0.259. (4) The peptide sequence is KQYLNLYPV. The MHC is HLA-A02:03 with pseudo-sequence HLA-A02:03. The binding affinity (normalized) is 0.861. (5) The peptide sequence is YLVKYQATV. The MHC is Patr-B0101 with pseudo-sequence Patr-B0101. The binding affinity (normalized) is 0. (6) The MHC is HLA-A33:01 with pseudo-sequence HLA-A33:01. The binding affinity (normalized) is 0.186. The peptide sequence is ALCTFLLNK. (7) The binding affinity (normalized) is 0.0847. The peptide sequence is FAEGVIAFL. The MHC is HLA-B07:02 with pseudo-sequence HLA-B07:02. (8) The peptide sequence is ISRNTVKRY. The MHC is HLA-B15:01 with pseudo-sequence HLA-B15:01. The binding affinity (normalized) is 0.478. (9) The peptide sequence is EEPAALLPL. The MHC is HLA-B44:03 with pseudo-sequence HLA-B44:03. The binding affinity (normalized) is 0.0178. (10) The peptide sequence is LQRFSVAPM. The MHC is HLA-A02:01 with pseudo-sequence HLA-A02:01. The binding affinity (normalized) is 0.0847.